Dataset: Reaction yield outcomes from USPTO patents with 853,638 reactions. Task: Predict the reaction yield, written as a fraction of the theoretical maximum amount of product (1.0 means a 100% yield; for example, 0.34 means a 34% yield). (1) The reactants are [O:1]=[C:2]1[CH2:7][CH2:6][CH:5]([CH2:8][C:9]([O:11][CH3:12])=[O:10])[CH2:4][CH2:3]1.CCN(C(C)C)C(C)C.[F:22][C:23]([F:36])([F:35])[S:24](O[S:24]([C:23]([F:36])([F:35])[F:22])(=[O:26])=[O:25])(=[O:26])=[O:25]. The catalyst is C1(C)C=CC=CC=1.CCOC(C)=O. The product is [F:22][C:23]([F:36])([F:35])[S:24]([O:1][C:2]1[CH2:7][CH2:6][CH:5]([CH2:8][C:9]([O:11][CH3:12])=[O:10])[CH2:4][CH:3]=1)(=[O:26])=[O:25]. The yield is 0.480. (2) The yield is 0.480. The product is [CH3:4][N:3]([C:6]1[CH:7]=[CH:8][C:9]([C:12]2[CH:17]=[C:16]([C:18]3[CH:23]=[CH:22][CH:21]=[CH:20][CH:19]=3)[N:15]=[C:14]([C:24]3[CH:29]=[CH:28][CH:27]=[CH:26][CH:25]=3)[CH:13]=2)=[CH:10][CH:11]=1)[CH3:1]. No catalyst specified. The reactants are [CH2:1]([N:3]([C:6]1[CH:11]=[CH:10][C:9]([C:12]2[CH:17]=[C:16]([C:18]3[CH:23]=[CH:22][CH:21]=[CH:20][CH:19]=3)[N:15]=[C:14]([C:24]3[CH:29]=[CH:28][CH:27]=[CH:26][CH:25]=3)[CH:13]=2)=[CH:8][CH:7]=1)[CH2:4]C)C.CN(C)C1C=CC(C=O)=CC=1. (3) The reactants are [CH:1]1([N:6]2[C:14]3[C:9](=[CH:10][C:11]([F:16])=[C:12]([CH3:15])[CH:13]=3)[C:8]([C:17](Cl)=[O:18])=[C:7]2[C:20]2[CH:25]=[CH:24][C:23]([S:26](=[O:35])(=[O:34])[NH:27][C@@H:28]([CH3:33])[C:29]([F:32])([F:31])[F:30])=[CH:22][N:21]=2)[CH2:5][CH2:4][CH2:3][CH2:2]1.[CH3:36][NH2:37].C1COCC1. The catalyst is C(OCC)(=O)C. The product is [CH:1]1([N:6]2[C:14]3[C:9](=[CH:10][C:11]([F:16])=[C:12]([CH3:15])[CH:13]=3)[C:8]([C:17]([NH:37][CH3:36])=[O:18])=[C:7]2[C:20]2[CH:25]=[CH:24][C:23]([S:26](=[O:35])(=[O:34])[NH:27][C@@H:28]([CH3:33])[C:29]([F:32])([F:31])[F:30])=[CH:22][N:21]=2)[CH2:5][CH2:4][CH2:3][CH2:2]1. The yield is 0.670. (4) The reactants are [C:1]([C:5]1[NH:6][C:7]2[C:12]([CH:13]=1)=[CH:11][CH:10]=[C:9]([N+:14]([O-])=O)[CH:8]=2)([CH3:4])([CH3:3])[CH3:2]. The catalyst is CO.[Ni]. The product is [C:1]([C:5]1[NH:6][C:7]2[C:12]([CH:13]=1)=[CH:11][CH:10]=[C:9]([NH2:14])[CH:8]=2)([CH3:4])([CH3:2])[CH3:3]. The yield is 0.890. (5) The reactants are N1C2CCCC(=O)C=2C=N1.ClCOCC1C=CC=CC=1.N1C=CC=CC=1.[CH2:27]([O:34][CH2:35][N:36]1[C:44]2[CH2:43][CH2:42][CH2:41][C:40](=[O:45])[C:39]=2[CH:38]=[N:37]1)[C:28]1[CH:33]=[CH:32][CH:31]=[CH:30][CH:29]=1. The catalyst is C(Cl)Cl.CN(C1C=CN=CC=1)C. The product is [CH2:27]([O:34][CH2:35][N:36]1[CH2:44][C:39]2[C:40](=[O:45])[CH2:41][CH2:42][CH2:43][C:38]=2[NH:37]1)[C:28]1[CH:29]=[CH:30][CH:31]=[CH:32][CH:33]=1. The yield is 0.550.